This data is from Full USPTO retrosynthesis dataset with 1.9M reactions from patents (1976-2016). The task is: Predict the reactants needed to synthesize the given product. (1) Given the product [CH3:11][O:12][C:13]1[CH:14]=[CH:15][C:16]([CH2:17][O:18][CH:19]([C:25]2[CH:26]=[CH:27][C:28]([N:31]([CH2:38][C:39]#[C:40][CH2:41][CH2:42][CH2:43][C:44]([O:46][CH3:47])=[O:45])[C:32](=[O:34])[CH3:33])=[CH:29][CH:30]=2)[CH2:20][CH2:21][CH2:22][CH2:23][CH3:24])=[CH:35][CH:36]=1, predict the reactants needed to synthesize it. The reactants are: C[Si]([N-][Si](C)(C)C)(C)C.[Na+].[CH3:11][O:12][C:13]1[CH:36]=[CH:35][C:16]([CH2:17][O:18][CH:19]([C:25]2[CH:30]=[CH:29][C:28]([NH:31][C:32](=[O:34])[CH3:33])=[CH:27][CH:26]=2)[CH2:20][CH2:21][CH2:22][CH2:23][CH3:24])=[CH:15][CH:14]=1.I[CH2:38][C:39]#[C:40][CH2:41][CH2:42][CH2:43][C:44]([O:46][CH3:47])=[O:45]. (2) Given the product [CH3:1][O:2][C:3]1[CH:21]=[C:20]([O:22][CH2:24][C:25]2[N:30]=[C:29]([C:31]3[CH:41]=[CH:40][C:34]([C:35]([N:37]([CH3:38])[CH3:39])=[O:36])=[CH:33][CH:32]=3)[CH:28]=[CH:27][CH:26]=2)[C:6]2[CH:7]=[C:8]([C:10]3[N:11]=[C:12]4[N:16]([CH:17]=3)[N:15]=[C:14]([O:18][CH3:19])[S:13]4)[O:9][C:5]=2[CH:4]=1, predict the reactants needed to synthesize it. The reactants are: [CH3:1][O:2][C:3]1[CH:4]=[C:5]2[O:9][C:8]([C:10]3[N:11]=[C:12]4[N:16]([CH:17]=3)[N:15]=[C:14]([O:18][CH3:19])[S:13]4)=[CH:7][C:6]2=[C:20]([OH:22])[CH:21]=1.O[CH2:24][C:25]1[N:30]=[C:29]([C:31]2[CH:41]=[CH:40][C:34]([C:35]([N:37]([CH3:39])[CH3:38])=[O:36])=[CH:33][CH:32]=2)[CH:28]=[CH:27][CH:26]=1.C(P(CCCC)CCCC)CCC.N(C(N1CCCCC1)=O)=NC(N1CCCCC1)=O. (3) Given the product [F:1][C:2]1[CH:3]=[CH:4][C:5]([N:8]2[C:16]3[C:11](=[CH:12][C:13]([O:17][C@H:18]([C:22]4[CH:23]=[CH:24][CH:25]=[CH:26][CH:27]=4)[C@@H:19]([NH:21][C:38]([CH:35]4[CH2:37][CH2:36]4)=[O:39])[CH3:20])=[CH:14][CH:15]=3)[CH:10]=[N:9]2)=[CH:6][CH:7]=1, predict the reactants needed to synthesize it. The reactants are: [F:1][C:2]1[CH:7]=[CH:6][C:5]([N:8]2[C:16]3[C:11](=[CH:12][C:13]([O:17][C@@H:18]([C:22]4[CH:27]=[CH:26][CH:25]=[CH:24][CH:23]=4)[C@H:19]([NH2:21])[CH3:20])=[CH:14][CH:15]=3)[CH:10]=[N:9]2)=[CH:4][CH:3]=1.C(N(CC)CC)C.[CH:35]1([C:38](Cl)=[O:39])[CH2:37][CH2:36]1. (4) Given the product [CH2:1]([O:3][C:4]([C:6]1[CH:7]([C:35]2[CH:40]=[CH:39][CH:38]=[CH:37][C:36]=2[Cl:41])[N:8]([CH2:20][CH2:21][CH2:22][N:23]([CH3:34])[C:24](=[O:33])[CH2:25][CH2:26][C:27]2[CH:28]=[CH:29][CH:30]=[CH:31][CH:32]=2)[C:9](=[O:19])[NH:10][C:11]=1[CH2:12][O:13][CH2:14][CH2:15][NH2:16])=[O:5])[CH3:2], predict the reactants needed to synthesize it. The reactants are: [CH2:1]([O:3][C:4]([C:6]1[CH:7]([C:35]2[CH:40]=[CH:39][CH:38]=[CH:37][C:36]=2[Cl:41])[N:8]([CH2:20][CH2:21][CH2:22][N:23]([CH3:34])[C:24](=[O:33])[CH2:25][CH2:26][C:27]2[CH:32]=[CH:31][CH:30]=[CH:29][CH:28]=2)[C:9](=[O:19])[NH:10][C:11]=1[CH2:12][O:13][CH2:14][CH2:15][N:16]=[N+]=[N-])=[O:5])[CH3:2]. (5) Given the product [NH2:21][CH:15]([CH2:14][C:4]1[C:3]2[C:7](=[C:8]([C:11](=[O:13])[NH2:12])[CH:9]=[CH:10][C:2]=2[Br:1])[NH:6][CH:5]=1)[C:16]([O:18][CH2:19][CH3:20])=[O:17], predict the reactants needed to synthesize it. The reactants are: [Br:1][C:2]1[CH:10]=[CH:9][C:8]([C:11](=[O:13])[NH2:12])=[C:7]2[C:3]=1[C:4]([CH2:14][CH:15]([N+:21]([O-])=O)[C:16]([O:18][CH2:19][CH3:20])=[O:17])=[CH:5][NH:6]2.Cl.[OH-].[Na+]. (6) Given the product [CH3:20][O:21][CH2:22][CH2:23][N:24]([CH3:32])[C:25]1[N:26]=[CH:27][C:28]([NH:31][C:17]([C:9]2[N:10]([CH2:12][C:13]([F:14])([F:15])[F:16])[N:11]=[C:7]([C:1]3[CH:2]=[CH:3][CH:4]=[CH:5][CH:6]=3)[CH:8]=2)=[O:19])=[CH:29][CH:30]=1, predict the reactants needed to synthesize it. The reactants are: [C:1]1([C:7]2[CH:8]=[C:9]([C:17]([OH:19])=O)[N:10]([CH2:12][C:13]([F:16])([F:15])[F:14])[N:11]=2)[CH:6]=[CH:5][CH:4]=[CH:3][CH:2]=1.[CH3:20][O:21][CH2:22][CH2:23][N:24]([CH3:32])[C:25]1[CH:30]=[CH:29][C:28]([NH2:31])=[CH:27][N:26]=1. (7) The reactants are: [CH3:1][CH2:2][CH2:3][CH2:4][NH:5][C:6]([CH2:9][C:10]1[CH:15]=[CH:14][CH:13]=[CH:12][CH:11]=1)([CH3:8])[CH3:7].C1C=CC(P(C2C=CC=CC=2)CCCP(C2C=CC=CC=2)C2C=CC=CC=2)=CC=1.CCN(CC)CC. Given the product [CH3:1][CH2:2][CH2:3][CH2:4][NH:5][C:6]([CH2:9][CH:10]1[CH2:11][CH2:12][CH2:13][CH2:14][CH2:15]1)([CH3:8])[CH3:7], predict the reactants needed to synthesize it. (8) Given the product [OH:6][C:7]1[CH:20]=[C:19]2[C:10]([C:11]3[CH:12]=[CH:13][C:14]([C:29](=[O:31])[CH3:30])=[CH:15][C:16]=3[C:17]([C:21]3[CH:22]=[CH:23][C:24]([OH:27])=[CH:25][CH:26]=3)=[CH:18]2)=[C:9]([CH3:32])[CH:8]=1, predict the reactants needed to synthesize it. The reactants are: B(Br)(Br)Br.C[O:6][C:7]1[CH:20]=[C:19]2[C:10]([C:11]3[CH:12]=[CH:13][C:14]([C:29](=[O:31])[CH3:30])=[CH:15][C:16]=3[C:17]([C:21]3[CH:26]=[CH:25][C:24]([O:27]C)=[CH:23][CH:22]=3)=[CH:18]2)=[C:9]([CH3:32])[CH:8]=1. (9) The reactants are: [CH2:1]([O:8][C:9]([N:11]1[CH2:15][CH:14]2[C:16](=[O:19])[CH2:17][CH2:18][CH:13]2[CH2:12]1)=[O:10])[C:2]1[CH:7]=[CH:6][CH:5]=[CH:4][CH:3]=1.N1C(C)=CC=CC=1C.FC(F)(F)S(O[Si:34]([C:37]([CH3:40])([CH3:39])[CH3:38])([CH3:36])[CH3:35])(=O)=O. Given the product [CH2:1]([O:8][C:9]([N:11]1[CH2:12][CH:13]2[CH2:18][CH:17]=[C:16]([O:19][Si:34]([C:37]([CH3:40])([CH3:39])[CH3:38])([CH3:36])[CH3:35])[CH:14]2[CH2:15]1)=[O:10])[C:2]1[CH:7]=[CH:6][CH:5]=[CH:4][CH:3]=1, predict the reactants needed to synthesize it.